From a dataset of Forward reaction prediction with 1.9M reactions from USPTO patents (1976-2016). Predict the product of the given reaction. (1) The product is: [Cl:1][C:2]1[N:6]2[CH:7]=[C:8]([C:15]3[NH:19][CH:18]=[CH:17][N:16]=3)[CH:9]=[C:10]([C:11]([F:14])([F:12])[F:13])[C:5]2=[N:4][C:3]=1[C:20]([OH:22])=[O:21]. Given the reactants [Cl:1][C:2]1[N:6]2[CH:7]=[C:8]([C:15]3[NH:16][CH:17]=[CH:18][N:19]=3)[CH:9]=[C:10]([C:11]([F:14])([F:13])[F:12])[C:5]2=[N:4][C:3]=1[C:20]([O:22]C)=[O:21].[OH-].[Na+].Cl, predict the reaction product. (2) Given the reactants C([O:8][C:9]1[N:24]=[C:23]([C:25]2[CH:30]=[CH:29][C:28]([OH:31])=[CH:27][CH:26]=2)[C:22]([CH2:32][CH3:33])=[C:21]([O:34]CC2C=CC=CC=2)[C:10]=1[C:11]([O:13]CC1C=CC=CC=1)=[O:12])C1C=CC=CC=1, predict the reaction product. The product is: [CH2:32]([C:22]1[C:21]([OH:34])=[C:10]([C:11]([OH:13])=[O:12])[C:9](=[O:8])[NH:24][C:23]=1[C:25]1[CH:26]=[CH:27][C:28]([OH:31])=[CH:29][CH:30]=1)[CH3:33]. (3) The product is: [Cl:32][C:33]1[CH:34]=[C:35]([CH:39]=[CH:40][CH:41]=1)[C:36]([NH:10][C:8]1[S:9][C:5]2[CH:4]=[C:3]([O:2][CH3:1])[CH:12]=[CH:11][C:6]=2[N:7]=1)=[O:37]. Given the reactants [CH3:1][O:2][C:3]1[CH:12]=[CH:11][C:6]2[N:7]=[C:8]([NH2:10])[S:9][C:5]=2[CH:4]=1.C(N(C(C)C)CC)(C)C.CNC1(NC)C=CN=CC1.[Cl:32][C:33]1[CH:34]=[C:35]([CH:39]=[CH:40][CH:41]=1)[C:36](Cl)=[O:37], predict the reaction product. (4) Given the reactants C([O:8][N:9]1[C:14]2[N:15]=[CH:16][N:17]=[C:18]([CH3:19])[C:13]=2[C:12]([NH:20][CH2:21][C:22]2[CH:27]=[CH:26][CH:25]=[C:24]([C:28]([F:31])([F:30])[F:29])[CH:23]=2)=[CH:11][C:10]1=[O:32])C1C=CC=CC=1.[H][H], predict the reaction product. The product is: [OH:8][N:9]1[C:14]2[N:15]=[CH:16][N:17]=[C:18]([CH3:19])[C:13]=2[C:12]([NH:20][CH2:21][C:22]2[CH:27]=[CH:26][CH:25]=[C:24]([C:28]([F:31])([F:30])[F:29])[CH:23]=2)=[CH:11][C:10]1=[O:32]. (5) The product is: [CH2:1]([O:3][C:4]1[C:13]2[C:8](=[CH:9][CH:10]=[C:11](/[CH:14]=[C:15]3/[C:16](=[O:22])[N:17]=[C:18]([NH:32][CH2:31][C:26]4[CH:27]=[N:28][CH:29]=[CH:30][N:25]=4)[S:19]/3)[CH:12]=2)[N:7]=[CH:6][C:5]=1[C:23]#[N:24])[CH3:2]. Given the reactants [CH2:1]([O:3][C:4]1[C:13]2[C:8](=[CH:9][CH:10]=[C:11](/[CH:14]=[C:15]3/[C:16](=[O:22])[N:17]=[C:18](SC)[S:19]/3)[CH:12]=2)[N:7]=[CH:6][C:5]=1[C:23]#[N:24])[CH3:2].[N:25]1[CH:30]=[CH:29][N:28]=[CH:27][C:26]=1[CH2:31][NH2:32].CCN(C(C)C)C(C)C, predict the reaction product. (6) The product is: [C:1]([O:5][C:6](=[O:29])[NH:7][C:8]([CH3:28])([CH2:25][CH2:26][CH3:27])[CH2:9][NH:10][C:11]([C:13]1[C:14]([CH3:24])=[N:15][N:16]2[C:21]([O:22][CH2:31][C:32]3[C:33]([F:41])=[CH:34][CH:35]=[C:36]([O:39][CH3:40])[C:37]=3[F:38])=[CH:20][C:19]([CH3:23])=[CH:18][C:17]=12)=[O:12])([CH3:4])([CH3:3])[CH3:2]. Given the reactants [C:1]([O:5][C:6](=[O:29])[NH:7][C:8]([CH3:28])([CH2:25][CH2:26][CH3:27])[CH2:9][NH:10][C:11]([C:13]1[C:14]([CH3:24])=[N:15][N:16]2[C:21]([OH:22])=[CH:20][C:19]([CH3:23])=[CH:18][C:17]=12)=[O:12])([CH3:4])([CH3:3])[CH3:2].Cl[CH2:31][C:32]1[C:37]([F:38])=[C:36]([O:39][CH3:40])[CH:35]=[CH:34][C:33]=1[F:41].C(=O)([O-])[O-].[Cs+].[Cs+], predict the reaction product. (7) The product is: [Cl:14][CH2:15][C:16]([N:4]1[CH2:5][CH2:6][N:1]([C:7]([O:9][C:10]([CH3:13])([CH3:12])[CH3:11])=[O:8])[CH2:2][CH2:3]1)=[O:17]. Given the reactants [N:1]1([C:7]([O:9][C:10]([CH3:13])([CH3:12])[CH3:11])=[O:8])[CH2:6][CH2:5][NH:4][CH2:3][CH2:2]1.[Cl:14][CH2:15][C:16](Cl)=[O:17].CCN(C(C)C)C(C)C, predict the reaction product. (8) Given the reactants [F:1][C:2]1[CH:3]=[C:4]([C:13]2[CH:18]=[CH:17][CH:16]=[CH:15][C:14]=2[CH3:19])[C:5]2[O:9][CH:8]([CH2:10][NH2:11])[CH2:7][C:6]=2[CH:12]=1.C(N(C(C)C)CC)(C)C.Cl[C:30]([O:32][CH2:33][C:34]1[CH:39]=[CH:38][CH:37]=[CH:36][CH:35]=1)=[O:31].C(OC(=O)NCC1CC2C=CC=C(C3CCCC3)C=2O1)C1C=CC=CC=1, predict the reaction product. The product is: [CH2:33]([O:32][C:30](=[O:31])[NH:11][CH2:10][CH:8]1[CH2:7][C:6]2[CH:12]=[C:2]([F:1])[CH:3]=[C:4]([C:13]3[CH:18]=[CH:17][CH:16]=[CH:15][C:14]=3[CH3:19])[C:5]=2[O:9]1)[C:34]1[CH:39]=[CH:38][CH:37]=[CH:36][CH:35]=1. (9) Given the reactants N[C:2]1[CH:11]=[C:10]([C:12]([O:14][CH3:15])=[O:13])[CH:9]=[CH:8][C:3]=1[C:4]([O:6][CH3:7])=[O:5].Cl.N([O-])=O.[Na+].C([O-])([O-])=O.[K+].[K+].[C:27]([Cu])#[N:28].[C-]#N.[Na+], predict the reaction product. The product is: [CH3:7][O:6][C:4](=[O:5])[C:3]1[CH:8]=[CH:9][C:10]([C:12]([O:14][CH3:15])=[O:13])=[CH:11][C:2]=1[C:27]#[N:28].